From a dataset of Forward reaction prediction with 1.9M reactions from USPTO patents (1976-2016). Predict the product of the given reaction. (1) Given the reactants [CH3:1][C:2]1[CH:3]=[C:4]2[C:8](=[CH:9][C:10]=1[CH3:11])[C:7](=[O:12])[N:6]([C:13]1[CH:14]=[N:15][CH:16]=[CH:17][CH:18]=1)[CH:5]2[CH2:19][CH2:20][OH:21].[C:22](Cl)(=[O:25])[CH2:23][CH3:24].C(N(CC)CC)C, predict the reaction product. The product is: [CH3:1][C:2]1[CH:3]=[C:4]2[C:8](=[CH:9][C:10]=1[CH3:11])[C:7](=[O:12])[N:6]([C:13]1[CH:14]=[N:15][CH:16]=[CH:17][CH:18]=1)[CH:5]2[CH2:19][CH2:20][O:21][C:22]([CH2:23][CH3:24])=[O:25]. (2) Given the reactants [OH:1][C:2]1[CH:3]=[C:4]([NH:8][C:9]2[CH:21]=[C:20]([N:22]3[C:30]4[C:25](=[CH:26][CH:27]=[CH:28][CH:29]=4)[CH2:24][CH2:23]3)[CH:19]=[CH:18][C:10]=2[C:11]([O:13]C(C)(C)C)=[O:12])[CH:5]=[CH:6][CH:7]=1, predict the reaction product. The product is: [OH:1][C:2]1[CH:3]=[C:4]([NH:8][C:9]2[CH:21]=[C:20]([N:22]3[C:30]4[C:25](=[CH:26][CH:27]=[CH:28][CH:29]=4)[CH2:24][CH2:23]3)[CH:19]=[CH:18][C:10]=2[C:11]([OH:13])=[O:12])[CH:5]=[CH:6][CH:7]=1. (3) Given the reactants [F:1][C:2]([F:34])([F:33])[C:3]1[CH:4]=[C:5]([C@H:13]([O:15][C@H:16]2[O:24][CH2:23][C@@H:19]3[CH2:20][NH:21][CH2:22][C@H:18]3[C@@H:17]2[C:25]2[CH:30]=[CH:29][C:28]([F:31])=[CH:27][C:26]=2[CH3:32])[CH3:14])[CH:6]=[C:7]([C:9]([F:12])([F:11])[F:10])[CH:8]=1.C(N(C(C)C)CC)(C)C.[N:44]1([C:50](Cl)=[O:51])[CH2:49][CH2:48][O:47][CH2:46][CH2:45]1, predict the reaction product. The product is: [F:34][C:2]([F:1])([F:33])[C:3]1[CH:4]=[C:5]([C@H:13]([O:15][C@H:16]2[O:24][CH2:23][C@@H:19]3[CH2:20][N:21]([C:50]([N:44]4[CH2:49][CH2:48][O:47][CH2:46][CH2:45]4)=[O:51])[CH2:22][C@H:18]3[C@@H:17]2[C:25]2[CH:30]=[CH:29][C:28]([F:31])=[CH:27][C:26]=2[CH3:32])[CH3:14])[CH:6]=[C:7]([C:9]([F:12])([F:10])[F:11])[CH:8]=1. (4) Given the reactants [NH:1]1[CH2:6][CH2:5][CH2:4][CH2:3][CH2:2]1.CN(C)C=O.F[C:13]1[CH:18]=[CH:17][C:16]([F:19])=[CH:15][C:14]=1[N+:20]([O-:22])=[O:21], predict the reaction product. The product is: [F:19][C:16]1[CH:17]=[CH:18][C:13]([N:1]2[CH2:6][CH2:5][CH2:4][CH2:3][CH2:2]2)=[C:14]([N+:20]([O-:22])=[O:21])[CH:15]=1. (5) Given the reactants [F:1][C:2]([F:12])([F:11])[C:3]1[CH:10]=[CH:9][C:6]([CH:7]=O)=[CH:5][CH:4]=1.[NH2:13][C:14]1[CH:19]=[CH:18][C:17]([Br:20])=[C:16]([CH3:21])[N:15]=1.C([Sn](Cl)(Cl)CCCC)CCC.C1([SiH3])C=CC=CC=1, predict the reaction product. The product is: [Br:20][C:17]1[CH:18]=[CH:19][C:14]([NH:13][CH2:7][C:6]2[CH:9]=[CH:10][C:3]([C:2]([F:12])([F:11])[F:1])=[CH:4][CH:5]=2)=[N:15][C:16]=1[CH3:21]. (6) Given the reactants Cl.[F:2][C:3]1[CH:8]=[CH:7][C:6]([CH:9]([C:17]2[CH:22]=[CH:21][C:20]([F:23])=[CH:19][CH:18]=2)[CH:10]2[C:15](=[O:16])[CH2:14][CH2:13][NH:12][CH2:11]2)=[CH:5][CH:4]=1.[F:24][C:25]1[CH:26]=[CH:27][C:28]([O:33][CH3:34])=[C:29]([CH:32]=1)[CH2:30]O.C(N(C(C)C)CC)(C)C.ClCCl, predict the reaction product. The product is: [F:2][C:3]1[CH:8]=[CH:7][C:6]([CH:9]([C:17]2[CH:18]=[CH:19][C:20]([F:23])=[CH:21][CH:22]=2)[CH:10]2[C:15](=[O:16])[CH2:14][CH2:13][N:12]([CH2:30][C:29]3[CH:32]=[C:25]([F:24])[CH:26]=[CH:27][C:28]=3[O:33][CH3:34])[CH2:11]2)=[CH:5][CH:4]=1. (7) Given the reactants Br[C:2]1[N:7]=[C:6]([NH:8][C:9]2N=[C:13]([C:15]([F:18])([F:17])[F:16])[CH:12]=[CH:11][N:10]=2)[CH:5]=[CH:4][CH:3]=1.[NH:19]1[CH:23]=[C:22]([CH2:24][CH2:25][C:26]([O:28]CC)=[O:27])[CH:21]=[N:20]1.[O-]P([O-])([O-])=O.[K+].[K+].[K+].[CH3:39]S(C)=O, predict the reaction product. The product is: [F:18][C:15]([F:16])([F:17])[C:13]1[CH:12]=[CH:11][N:10]=[C:9]([NH:8][C:6]2[N:7]=[C:2]([N:20]3[CH:21]=[C:22]([CH2:24][CH2:25][C:26]([OH:28])=[O:27])[CH:23]=[N:19]3)[CH:3]=[CH:4][CH:5]=2)[CH:39]=1. (8) Given the reactants F[C:2]([F:17])(S(F)(=O)=O)[C:3](F)(F)[C:4](F)(F)[C:5](F)(F)F.O[C@@H]1C[C@@]2(C)[C@@H:30]([CH2:31][CH2:32][C:33]2=[O:37])[C@H:29]2[C@H:20]1[C@@H:21]1[C:26]([CH2:27][CH2:28]2)=[CH:25][C:24](=[O:38])[CH2:23][CH2:22]1, predict the reaction product. The product is: [F:17][C@H:2]1[CH2:3][C@@:4]2([CH3:5])[C@@H:30]([CH2:31][CH2:32][C:33]2=[O:37])[C@H:29]2[C@H:20]1[C@@H:21]1[C:26]([CH2:27][CH2:28]2)=[CH:25][C:24](=[O:38])[CH2:23][CH2:22]1. (9) Given the reactants [CH2:1]([N:5]1[C:17]2[CH2:16][CH2:15][CH2:14][CH2:13][C:12]=2[C:11]2[C:6]1=[CH:7][CH:8]=[C:9]([N+:18]([O-])=O)[CH:10]=2)[CH:2]([CH3:4])[CH3:3].CO.[H][H], predict the reaction product. The product is: [CH2:1]([N:5]1[C:17]2[CH2:16][CH2:15][CH2:14][CH2:13][C:12]=2[C:11]2[C:6]1=[CH:7][CH:8]=[C:9]([NH2:18])[CH:10]=2)[CH:2]([CH3:4])[CH3:3]. (10) Given the reactants [NH2:1][C@@H:2]([C:4]1[CH:9]=[CH:8][C:7]([NH:10][S:11]([CH3:14])(=[O:13])=[O:12])=[C:6]([CH3:15])[CH:5]=1)[CH3:3].[N:16]1([C:21]2[CH:22]=[C:23]3[C:28](=[CH:29][CH:30]=2)[CH:27]=[C:26]([C:31](O)=[O:32])[CH:25]=[CH:24]3)[CH2:20][CH2:19][CH2:18][CH2:17]1.Cl.CN(C)CCCN=C=NCC.O.ON1C2C=CC=CC=2N=N1.C(N(CC)C(C)C)(C)C.C([O-])(O)=O.[Na+], predict the reaction product. The product is: [CH3:14][S:11]([NH:10][C:7]1[CH:8]=[CH:9][C:4]([C@H:2]([NH:1][C:31]([C:26]2[CH:25]=[CH:24][C:23]3[C:28](=[CH:29][CH:30]=[C:21]([N:16]4[CH2:20][CH2:19][CH2:18][CH2:17]4)[CH:22]=3)[CH:27]=2)=[O:32])[CH3:3])=[CH:5][C:6]=1[CH3:15])(=[O:13])=[O:12].